This data is from Forward reaction prediction with 1.9M reactions from USPTO patents (1976-2016). The task is: Predict the product of the given reaction. (1) Given the reactants [Cl:1][C:2]1[CH:3]=[C:4]([C:9]2[CH:14]=[CH:13][C:12]([CH:15]([C:30]3([OH:34])[CH2:33][CH2:32][CH2:31]3)[CH2:16][N:17]3[CH2:22][CH2:21][N:20](C(OC(C)(C)C)=O)[CH2:19][CH2:18]3)=[CH:11][CH:10]=2)[CH:5]=[CH:6][C:7]=1[Cl:8].[ClH:35], predict the reaction product. The product is: [ClH:1].[ClH:35].[Cl:1][C:2]1[CH:3]=[C:4]([C:9]2[CH:10]=[CH:11][C:12]([CH:15]([C:30]3([OH:34])[CH2:31][CH2:32][CH2:33]3)[CH2:16][N:17]3[CH2:22][CH2:21][NH:20][CH2:19][CH2:18]3)=[CH:13][CH:14]=2)[CH:5]=[CH:6][C:7]=1[Cl:8]. (2) Given the reactants [I-].[K+].Cl[CH2:4][CH2:5][CH2:6][C:7]1([CH3:12])[O:11][CH2:10][CH2:9][O:8]1.[CH3:13][C:14]12[C:22](=[O:23])[CH2:21][CH2:20][CH:19]1[CH:18]([O:24][CH2:25][CH:26]=[O:27])[C:17](=[O:28])[CH2:16][CH2:15]2.O, predict the reaction product. The product is: [OH:27][CH:26]([CH2:4][CH2:5][CH2:6][C:7]1([CH3:12])[O:11][CH2:10][CH2:9][O:8]1)[CH2:25][O:24][CH:18]1[C:17](=[O:28])[CH2:16][CH2:15][C:14]2([CH3:13])[CH:19]1[CH2:20][CH2:21][C:22]2=[O:23]. (3) Given the reactants [CH2:1]([N:3]1[C:7]([C:8]([O:10][CH2:11][CH3:12])=[O:9])=[CH:6][CH:5]=[N:4]1)[CH3:2].[B-](F)(F)(F)[F:14].[B-](F)(F)(F)F.C1[N+]2(CCl)CC[N+](F)(CC2)C1.C(#N)C, predict the reaction product. The product is: [CH2:1]([N:3]1[C:7]([C:8]([O:10][CH2:11][CH3:12])=[O:9])=[C:6]([F:14])[CH:5]=[N:4]1)[CH3:2]. (4) Given the reactants Cl[C:2]1[CH:7]=[C:6]([O:8][C:9]2[C:10]([CH3:16])=[N:11][C:12]([CH3:15])=[CH:13][CH:14]=2)[CH:5]=[CH:4][N:3]=1.[NH2:17][C:18]1[CH:28]=[CH:27][C:21]([C:22]([N:24]([CH3:26])[CH3:25])=[O:23])=[CH:20][CH:19]=1.C([O-])([O-])=O.[Cs+].[Cs+], predict the reaction product. The product is: [CH3:16][C:10]1[C:9]([O:8][C:6]2[CH:5]=[CH:4][N:3]=[C:2]([NH:17][C:18]3[CH:28]=[CH:27][C:21]([C:22]([N:24]([CH3:26])[CH3:25])=[O:23])=[CH:20][CH:19]=3)[CH:7]=2)=[CH:14][CH:13]=[C:12]([CH3:15])[N:11]=1. (5) The product is: [CH3:1][N:2]([CH3:15])[C:3]1[C:11]2[C:6](=[N:7][CH:8]=[C:9]([NH2:12])[CH:10]=2)[NH:5][CH:4]=1. Given the reactants [CH3:1][N:2]([CH3:15])[C:3]1[C:11]2[C:6](=[N:7][CH:8]=[C:9]([N+:12]([O-])=O)[CH:10]=2)[NH:5][CH:4]=1.[H][H], predict the reaction product. (6) Given the reactants CN(C(ON1N=NC2C=CC=NC1=2)=[N+](C)C)C.F[P-](F)(F)(F)(F)F.[I:25][C:26]1[CH:27]=[C:28]([NH2:33])[C:29]([NH2:32])=[CH:30][CH:31]=1.[C:34]([O:38][C:39]([NH:41][C@@H:42]([C:46]([CH3:49])([CH3:48])[CH3:47])[C:43](O)=[O:44])=[O:40])([CH3:37])([CH3:36])[CH3:35].CCN(C(C)C)C(C)C, predict the reaction product. The product is: [NH2:32][C:29]1[CH:30]=[CH:31][C:26]([I:25])=[CH:27][C:28]=1[NH:33][C:43](=[O:44])[C@@H:42]([NH:41][C:39](=[O:40])[O:38][C:34]([CH3:37])([CH3:36])[CH3:35])[C:46]([CH3:49])([CH3:48])[CH3:47].